Regression/Classification. Given a drug SMILES string, predict its toxicity properties. Task type varies by dataset: regression for continuous values (e.g., LD50, hERG inhibition percentage) or binary classification for toxic/non-toxic outcomes (e.g., AMES mutagenicity, cardiotoxicity, hepatotoxicity). Dataset: herg_karim. From a dataset of hERG potassium channel inhibition data for cardiac toxicity prediction from Karim et al.. (1) The molecule is O=C(O)c1ccc(O)c2ncc(N3CCOCC3)cc12. The result is 0 (non-blocker). (2) The molecule is CC[C@H](C)[C@H](C(=O)O)N1C[C@H](CN2CCC(c3cc(Cc4ccc(OC)c(OC)c4)nn3CC)CC2)[C@@H](c2cccc(F)c2)C1. The result is 0 (non-blocker). (3) The drug is O=C(CCc1cccnc1)NC1CCC(c2ccc(O)cc2)CC1. The result is 0 (non-blocker). (4) The molecule is CC(C)C(Oc1ccc(CNC(=O)[C@@H]2CSCN2C(=O)CC([NH3+])Cc2cc(F)ccc2F)cc1)C(=O)O. The result is 0 (non-blocker). (5) The compound is CCN1CCc2cc3nc(N)sc3cc2CC1. The result is 0 (non-blocker). (6) The compound is COc1ccc(Cc2noc(C3=CC4(CCN(CC5CCCO5)CC4)c4ccccc43)n2)cc1. The result is 1 (blocker). (7) The compound is Cn1c(SCCCN2CC[C@]3(C[C@H]3c3ccc(C(F)(F)F)cc3)C2)nnc1-c1csnn1. The result is 1 (blocker).